This data is from CYP2C19 inhibition data for predicting drug metabolism from PubChem BioAssay. The task is: Regression/Classification. Given a drug SMILES string, predict its absorption, distribution, metabolism, or excretion properties. Task type varies by dataset: regression for continuous measurements (e.g., permeability, clearance, half-life) or binary classification for categorical outcomes (e.g., BBB penetration, CYP inhibition). Dataset: cyp2c19_veith. (1) The drug is CC(C)CO/N=C1/C[C@@H](O)[C@@H](O)[C@@H]2[C@@H]3C(=O)N(C[C@@H]4CCCO4)C(=O)[C@H]3CC[C@@H]12. The result is 0 (non-inhibitor). (2) The compound is COc1ccccc1-c1nnc(SCc2nc3ccccc3s2)n1C. The result is 1 (inhibitor).